Dataset: Full USPTO retrosynthesis dataset with 1.9M reactions from patents (1976-2016). Task: Predict the reactants needed to synthesize the given product. (1) The reactants are: [C:1]([O:5][C:6]([N:8]1[CH2:12][C@:11]([CH2:14][N:15]=[N+:16]=[N-:17])(F)[CH2:10][C@H:9]1[C:18](=[O:29])[NH:19][CH2:20][C:21]1[CH:26]=[CH:25][CH:24]=[C:23]([Cl:27])[C:22]=1[F:28])=[O:7])([CH3:4])([CH3:3])[CH3:2].C([O:34]C(N1C[C@@](O)(COS(C)(=O)=O)C[C@H]1C(=O)NCC1C=CC=C(Cl)C=1F)=O)(C)(C)C. Given the product [C:1]([O:5][C:6]([N:8]1[CH2:12][C@:11]([CH2:14][N:15]=[N+:16]=[N-:17])([OH:34])[CH2:10][C@H:9]1[C:18](=[O:29])[NH:19][CH2:20][C:21]1[CH:26]=[CH:25][CH:24]=[C:23]([Cl:27])[C:22]=1[F:28])=[O:7])([CH3:4])([CH3:3])[CH3:2], predict the reactants needed to synthesize it. (2) Given the product [Cl:15][C:16]1[CH:21]=[CH:20][CH:19]=[C:18]([F:22])[C:17]=1[CH2:23][N:24]1[CH:28]=[CH:27][C:26]([NH:29][C:2]2[S:3][C:4]([CH2:7][N:8]3[C:12]([CH3:13])=[CH:11][C:10]([CH3:14])=[N:9]3)=[CH:5][N:6]=2)=[N:25]1, predict the reactants needed to synthesize it. The reactants are: Cl[C:2]1[S:3][C:4]([CH2:7][N:8]2[C:12]([CH3:13])=[CH:11][C:10]([CH3:14])=[N:9]2)=[CH:5][N:6]=1.[Cl:15][C:16]1[CH:21]=[CH:20][CH:19]=[C:18]([F:22])[C:17]=1[CH2:23][N:24]1[CH:28]=[CH:27][C:26]([NH2:29])=[N:25]1.CC(C)([O-])C.[Na+].C1C=CC(P(C2C(C3C(P(C4C=CC=CC=4)C4C=CC=CC=4)=CC=C4C=3C=CC=C4)=C3C(C=CC=C3)=CC=2)C2C=CC=CC=2)=CC=1. (3) Given the product [CH3:24][C@:21]12[C@@:20]3([CH3:25])[C@@H:11]([C@:12]4([CH3:37])[C@@H:17]([CH2:18][CH2:19]3)[C:16]([CH3:27])([CH3:26])[C:15]([C:28]3[CH:29]=[CH:30][C:31]([C:32]([OH:34])=[O:33])=[CH:35][CH:36]=3)=[CH:14][CH2:13]4)[CH2:10][CH2:9][C@@H:8]1[C@H:7]1[C@H:38]([C:41]([CH3:43])=[CH2:42])[CH2:39][CH2:40][C@:6]1([NH:5][CH2:4][CH2:3][N:2]1[CH2:45][CH2:54][O:53][CH2:52][CH2:1]1)[CH2:23][CH2:22]2, predict the reactants needed to synthesize it. The reactants are: [CH3:1][N:2]([CH3:45])[C:3](=O)[CH2:4][NH:5][C@:6]12[CH2:40][CH2:39][C@@H:38]([C:41]([CH3:43])=[CH2:42])[C@@H:7]1[C@@H:8]1[C@@:21]([CH3:24])([CH2:22][CH2:23]2)[C@@:20]2([CH3:25])[C@@H:11]([C@:12]3([CH3:37])[C@@H:17]([CH2:18][CH2:19]2)[C:16]([CH3:27])([CH3:26])[C:15]([C:28]2[CH:36]=[CH:35][C:31]([C:32]([OH:34])=[O:33])=[CH:30][CH:29]=2)=[CH:14][CH2:13]3)[CH2:10][CH2:9]1.Cl.ClCCN1C[CH2:54][O:53][CH2:52]C1. (4) Given the product [C:28]([C:26]1[N:27]=[C:23]([N:21]2[CH2:22][CH:19]([OH:18])[CH2:20]2)[S:24][CH:25]=1)(=[O:30])[NH2:29], predict the reactants needed to synthesize it. The reactants are: [Si]([O:18][CH:19]1[CH2:22][N:21]([C:23]2[S:24][CH:25]=[C:26]([C:28](=[O:30])[NH2:29])[N:27]=2)[CH2:20]1)(C(C)(C)C)(C1C=CC=CC=1)C1C=CC=CC=1.[F-].C([N+](CCCC)(CCCC)CCCC)CCC. (5) Given the product [Cl:1][CH2:2][C:3]1[N:13]=[C:11]([C:10]2[CH:9]=[C:8]([OH:7])[CH:16]=[CH:15][CH:14]=2)[S:12][CH:5]=1, predict the reactants needed to synthesize it. The reactants are: [Cl:1][CH2:2][C:3]([CH2:5]Cl)=O.[OH:7][C:8]1[CH:9]=[C:10]([CH:14]=[CH:15][CH:16]=1)[C:11]([NH2:13])=[S:12]. (6) Given the product [NH2:1][C:2]1[CH:6]=[C:5]([C:7]2[CH:8]=[CH:9][C:10]([Cl:13])=[CH:11][CH:12]=2)[S:4][C:3]=1[C:14]([OH:16])=[O:15], predict the reactants needed to synthesize it. The reactants are: [NH2:1][C:2]1[CH:6]=[C:5]([C:7]2[CH:12]=[CH:11][C:10]([Cl:13])=[CH:9][CH:8]=2)[S:4][C:3]=1[C:14]([O:16]C)=[O:15].[OH-].[Na+].Cl. (7) Given the product [CH3:4][N:5]1[CH:9]=[CH:8][C:7]([NH:10][C:11](=[O:33])[C@@H:12]([N:17]2[CH2:21][C:20]([O:22][C:23]3[CH:28]=[CH:27][CH:26]=[CH:25][C:24]=3[O:29][CH2:30][CH3:31])=[CH:19][C:18]2=[O:32])[CH2:13][CH:14]([CH3:15])[CH3:16])=[N:6]1, predict the reactants needed to synthesize it. The reactants are: Cl.OC(C)(C)[CH2:4][N:5]1[CH:9]=[CH:8][C:7]([NH:10][C:11](=[O:33])[C@@H:12]([N:17]2[CH2:21][C:20]([O:22][C:23]3[CH:28]=[CH:27][CH:26]=[CH:25][C:24]=3[O:29][CH2:30][CH3:31])=[CH:19][C:18]2=[O:32])[CH2:13][CH:14]([CH3:16])[CH3:15])=[N:6]1.CN1C=CC(N)=N1.F[P-](F)(F)(F)(F)F.N1(O[P+](N(C)C)(N(C)C)N(C)C)C2C=CC=CC=2N=N1.C(N(CC)C(C)C)(C)C.